This data is from Reaction yield outcomes from USPTO patents with 853,638 reactions. The task is: Predict the reaction yield, written as a fraction of the theoretical maximum amount of product (1.0 means a 100% yield; for example, 0.34 means a 34% yield). (1) The reactants are [Cl:1][C:2]1[N:10]=[C:9]2[C:5]([N:6]=[CH:7][N:8]2[CH2:11][CH2:12][O:13]C2CCCCO2)=[C:4]([N:20]2[CH2:25][CH2:24][O:23][CH2:22][CH2:21]2)[N:3]=1.C[Si](C)(C)[N-][Si](C)(C)C.[Li+].[CH3:36]N(C=O)C.[N:41]1([C:47]([CH3:52])([CH3:51])[C:48]([NH2:50])=[O:49])[CH2:46][CH2:45][NH:44][CH2:43][CH2:42]1.C(O[BH-](OC(=O)C)OC(=O)C)(=O)C.[Na+]. The catalyst is C1COCC1. The product is [Cl:1][C:2]1[N:10]=[C:9]2[C:5]([N:6]=[C:7]([CH2:36][N:44]3[CH2:45][CH2:46][N:41]([C:47]([CH3:52])([CH3:51])[C:48]([NH2:50])=[O:49])[CH2:42][CH2:43]3)[N:8]2[CH2:11][CH2:12][OH:13])=[C:4]([N:20]2[CH2:21][CH2:22][O:23][CH2:24][CH2:25]2)[N:3]=1. The yield is 0.760. (2) The reactants are N=C=N.[CH3:4][N:5]([C:9]1[S:10][CH:11]=[N:12][N:13]=1)[CH2:6][CH2:7][NH2:8].[Cl:14][C:15]1[CH:16]=[C:17]([C:21]#[C:22][C:23](O)=[O:24])[CH:18]=[CH:19][CH:20]=1. The catalyst is C(Cl)Cl. The product is [Cl:14][C:15]1[CH:16]=[C:17]([C:21]#[C:22][C:23]([NH:8][CH2:7][CH2:6][N:5]([CH3:4])[C:9]2[S:10][CH:11]=[N:12][N:13]=2)=[O:24])[CH:18]=[CH:19][CH:20]=1. The yield is 0.260. (3) The reactants are C[O-].[Na+].CCO.Cl.[N:8]1[CH2:12][CH2:11][CH2:10][C:9]=1[NH2:13].Br[C:15](=[CH:18]OCCC)[CH:16]=[O:17]. The catalyst is C(Cl)(Cl)Cl.C(N(CC)CC)C. The product is [N:13]1[C:15]([CH:16]=[O:17])=[CH:18][N:8]2[CH2:12][CH2:11][CH2:10][C:9]=12. The yield is 0.410.